This data is from Full USPTO retrosynthesis dataset with 1.9M reactions from patents (1976-2016). The task is: Predict the reactants needed to synthesize the given product. (1) Given the product [Br:1][C:2]1[CH:3]=[C:4]2[C:8](=[CH:9][CH:10]=1)[NH:7][C:6](=[O:11])[C:5]2=[CH:29][C:24]1[NH:25][C:26]2[C:22]([CH:23]=1)=[CH:21][C:20]([O:19][CH2:18][CH2:17][N:12]1[CH2:16][CH2:15][CH2:14][CH2:13]1)=[CH:28][CH:27]=2, predict the reactants needed to synthesize it. The reactants are: [Br:1][C:2]1[CH:3]=[C:4]2[C:8](=[CH:9][CH:10]=1)[NH:7][C:6](=[O:11])[CH2:5]2.[N:12]1([CH2:17][CH2:18][O:19][C:20]2[CH:21]=[C:22]3[C:26](=[CH:27][CH:28]=2)[NH:25][C:24]([CH:29]=O)=[CH:23]3)[CH2:16][CH2:15][CH2:14][CH2:13]1.N1CCCCC1. (2) Given the product [Cl:1][CH2:2][CH2:3][C:4]1[CH:9]=[CH:8][C:7]([N:10]([CH2:15][CH3:16])[C:11](=[O:13])[CH3:12])=[C:6]([CH3:14])[CH:5]=1, predict the reactants needed to synthesize it. The reactants are: [Cl:1][CH2:2][CH2:3][C:4]1[CH:9]=[CH:8][C:7]([NH:10][C:11](=[O:13])[CH3:12])=[C:6]([CH3:14])[CH:5]=1.[CH2:15](I)[CH3:16]. (3) Given the product [Cl:17][C:13]1[C:12]2[C:7](=[CH:8][CH:9]=[CH:10][CH:11]=2)[N:6]=[CH:5][C:4]=1[N+:1]([O-:3])=[O:2], predict the reactants needed to synthesize it. The reactants are: [N+:1]([C:4]1[CH:5]=[N:6][C:7]2[C:12]([C:13]=1O)=[CH:11][CH:10]=[CH:9][CH:8]=2)([O-:3])=[O:2].O=P(Cl)(Cl)[Cl:17]. (4) The reactants are: [CH2:1]([C:13]1[C:21]2[S:22][CH:23]=[CH:24][C:20]=2[C:19]([CH2:25][CH2:26][CH2:27][CH2:28][CH2:29][CH2:30][CH2:31][CH2:32][CH2:33][CH2:34][CH2:35][CH3:36])=[C:15]2[S:16][CH:17]=[CH:18][C:14]=12)[CH2:2][CH2:3][CH2:4][CH2:5][CH2:6][CH2:7][CH2:8][CH2:9][CH2:10][CH2:11][CH3:12].C([Li])CCC.[CH3:42][Sn:43](Cl)([CH3:45])[CH3:44].O. Given the product [CH2:1]([C:13]1[C:21]2[S:22][C:23]([Sn:43]([CH3:45])([CH3:44])[CH3:42])=[CH:24][C:20]=2[C:19]([CH2:25][CH2:26][CH2:27][CH2:28][CH2:29][CH2:30][CH2:31][CH2:32][CH2:33][CH2:34][CH2:35][CH3:36])=[C:15]2[S:16][C:17]([Sn:43]([CH3:45])([CH3:44])[CH3:42])=[CH:18][C:14]=12)[CH2:2][CH2:3][CH2:4][CH2:5][CH2:6][CH2:7][CH2:8][CH2:9][CH2:10][CH2:11][CH3:12], predict the reactants needed to synthesize it. (5) Given the product [CH2:37]([O:39][C:40](=[O:41])[C:5](=[P:6]([C:13]1[CH:14]=[CH:15][CH:16]=[CH:17][CH:18]=1)([C:7]1[CH:8]=[CH:9][CH:10]=[CH:11][CH:12]=1)[C:19]1[CH:24]=[CH:23][CH:22]=[CH:21][CH:20]=1)[CH2:4][C:3]([F:2])([F:25])[F:26])[CH3:38], predict the reactants needed to synthesize it. The reactants are: [I-].[F:2][C:3]([F:26])([F:25])[CH2:4][CH2:5][P+:6]([C:19]1[CH:24]=[CH:23][CH:22]=[CH:21][CH:20]=1)([C:13]1[CH:18]=[CH:17][CH:16]=[CH:15][CH:14]=1)[C:7]1[CH:12]=[CH:11][CH:10]=[CH:9][CH:8]=1.C[Si]([N-][Si](C)(C)C)(C)C.[Li+].[CH2:37]([O:39][C:40](Cl)=[O:41])[CH3:38].